This data is from NCI-60 drug combinations with 297,098 pairs across 59 cell lines. The task is: Regression. Given two drug SMILES strings and cell line genomic features, predict the synergy score measuring deviation from expected non-interaction effect. (1) Drug 1: C1CCN(CC1)CCOC2=CC=C(C=C2)C(=O)C3=C(SC4=C3C=CC(=C4)O)C5=CC=C(C=C5)O. Drug 2: CC1=C2C(C(=O)C3(C(CC4C(C3C(C(C2(C)C)(CC1OC(=O)C(C(C5=CC=CC=C5)NC(=O)C6=CC=CC=C6)O)O)OC(=O)C7=CC=CC=C7)(CO4)OC(=O)C)O)C)OC(=O)C. Cell line: SK-OV-3. Synergy scores: CSS=42.7, Synergy_ZIP=-1.16, Synergy_Bliss=-2.01, Synergy_Loewe=-17.4, Synergy_HSA=-0.725. (2) Drug 1: CC(C)CN1C=NC2=C1C3=CC=CC=C3N=C2N. Drug 2: CC1C(C(CC(O1)OC2CC(CC3=C2C(=C4C(=C3O)C(=O)C5=C(C4=O)C(=CC=C5)OC)O)(C(=O)CO)O)N)O.Cl. Cell line: SK-OV-3. Synergy scores: CSS=24.7, Synergy_ZIP=5.39, Synergy_Bliss=5.01, Synergy_Loewe=-8.97, Synergy_HSA=-0.212. (3) Drug 1: CCCS(=O)(=O)NC1=C(C(=C(C=C1)F)C(=O)C2=CNC3=C2C=C(C=N3)C4=CC=C(C=C4)Cl)F. Drug 2: C1CCN(CC1)CCOC2=CC=C(C=C2)C(=O)C3=C(SC4=C3C=CC(=C4)O)C5=CC=C(C=C5)O. Cell line: T-47D. Synergy scores: CSS=17.9, Synergy_ZIP=2.32, Synergy_Bliss=9.75, Synergy_Loewe=7.97, Synergy_HSA=9.64. (4) Drug 1: CC1=C2C(C(=O)C3(C(CC4C(C3C(C(C2(C)C)(CC1OC(=O)C(C(C5=CC=CC=C5)NC(=O)OC(C)(C)C)O)O)OC(=O)C6=CC=CC=C6)(CO4)OC(=O)C)OC)C)OC. Drug 2: CCN(CC)CCNC(=O)C1=C(NC(=C1C)C=C2C3=C(C=CC(=C3)F)NC2=O)C. Cell line: PC-3. Synergy scores: CSS=35.6, Synergy_ZIP=-2.15, Synergy_Bliss=-6.17, Synergy_Loewe=-38.2, Synergy_HSA=-6.28. (5) Drug 2: CS(=O)(=O)CCNCC1=CC=C(O1)C2=CC3=C(C=C2)N=CN=C3NC4=CC(=C(C=C4)OCC5=CC(=CC=C5)F)Cl. Drug 1: C1CCC(CC1)NC(=O)N(CCCl)N=O. Synergy scores: CSS=44.4, Synergy_ZIP=5.22, Synergy_Bliss=5.90, Synergy_Loewe=6.43, Synergy_HSA=6.27. Cell line: SF-295. (6) Drug 1: CS(=O)(=O)C1=CC(=C(C=C1)C(=O)NC2=CC(=C(C=C2)Cl)C3=CC=CC=N3)Cl. Drug 2: COC1=CC(=CC(=C1O)OC)C2C3C(COC3=O)C(C4=CC5=C(C=C24)OCO5)OC6C(C(C7C(O6)COC(O7)C8=CC=CS8)O)O. Cell line: BT-549. Synergy scores: CSS=31.6, Synergy_ZIP=0.303, Synergy_Bliss=-0.00838, Synergy_Loewe=-19.5, Synergy_HSA=0.0545. (7) Drug 1: CNC(=O)C1=CC=CC=C1SC2=CC3=C(C=C2)C(=NN3)C=CC4=CC=CC=N4. Drug 2: CN1C2=C(C=C(C=C2)N(CCCl)CCCl)N=C1CCCC(=O)O.Cl. Cell line: SNB-75. Synergy scores: CSS=3.95, Synergy_ZIP=-0.952, Synergy_Bliss=0.933, Synergy_Loewe=0.570, Synergy_HSA=1.07. (8) Drug 1: C1=CC(=CC=C1CCCC(=O)O)N(CCCl)CCCl. Drug 2: C1=NC2=C(N=C(N=C2N1C3C(C(C(O3)CO)O)O)F)N. Cell line: HCC-2998. Synergy scores: CSS=12.1, Synergy_ZIP=-13.7, Synergy_Bliss=-20.3, Synergy_Loewe=-35.5, Synergy_HSA=-16.7.